From a dataset of Peptide-MHC class II binding affinity with 134,281 pairs from IEDB. Regression. Given a peptide amino acid sequence and an MHC pseudo amino acid sequence, predict their binding affinity value. This is MHC class II binding data. The peptide sequence is AQLGYTIRQLERLLQ. The MHC is DRB3_0101 with pseudo-sequence DRB3_0101. The binding affinity (normalized) is 0.357.